Task: Predict the reaction yield, written as a fraction of the theoretical maximum amount of product (1.0 means a 100% yield; for example, 0.34 means a 34% yield).. Dataset: Reaction yield outcomes from USPTO patents with 853,638 reactions The reactants are [F:1][C:2]1[CH:7]=[C:6]([I:8])[CH:5]=[CH:4][C:3]=1[NH:9][C:10](=O)[CH3:11].[N-:13]=[N+:14]=[N-:15].[Na+].FC(F)(F)S(OS(C(F)(F)F)(=O)=O)(=O)=O. The catalyst is C(#N)C. The product is [F:1][C:2]1[CH:7]=[C:6]([I:8])[CH:5]=[CH:4][C:3]=1[N:9]1[C:10]([CH3:11])=[N:15][N:14]=[N:13]1. The yield is 0.620.